Predict the product of the given reaction. From a dataset of Forward reaction prediction with 1.9M reactions from USPTO patents (1976-2016). (1) Given the reactants [Br:1][C:2]1[CH:3]=[C:4]([NH2:9])[C:5]([Cl:8])=[N:6][CH:7]=1.[NH:10]1[CH2:15][CH2:14][CH2:13][CH2:12][CH2:11]1.[S:16](Cl)(Cl)(=[O:18])=[O:17], predict the reaction product. The product is: [Br:1][C:2]1[CH:3]=[C:4]([NH:9][S:16]([N:10]2[CH2:15][CH2:14][CH2:13][CH2:12][CH2:11]2)(=[O:18])=[O:17])[C:5]([Cl:8])=[N:6][CH:7]=1. (2) Given the reactants [NH2:1][C:2]1[CH:7]=[C:6]([O:8][C:9]2[CH:10]=[CH:11][C:12]([NH:15][C:16]([C:18]3[C:19](=[O:31])[N:20]([C:25]4[CH:30]=[CH:29][CH:28]=[CH:27][CH:26]=4)[N:21]([CH3:24])[C:22]=3[CH3:23])=[O:17])=[N:13][CH:14]=2)[CH:5]=[CH:4][N:3]=1.[CH:32]1([C:35](Cl)=[O:36])[CH2:34][CH2:33]1, predict the reaction product. The product is: [CH:32]1([C:35]([NH:1][C:2]2[CH:7]=[C:6]([O:8][C:9]3[CH:10]=[CH:11][C:12]([NH:15][C:16]([C:18]4[C:19](=[O:31])[N:20]([C:25]5[CH:26]=[CH:27][CH:28]=[CH:29][CH:30]=5)[N:21]([CH3:24])[C:22]=4[CH3:23])=[O:17])=[N:13][CH:14]=3)[CH:5]=[CH:4][N:3]=2)=[O:36])[CH2:34][CH2:33]1.